From a dataset of NCI-60 drug combinations with 297,098 pairs across 59 cell lines. Regression. Given two drug SMILES strings and cell line genomic features, predict the synergy score measuring deviation from expected non-interaction effect. (1) Drug 1: CCC1(CC2CC(C3=C(CCN(C2)C1)C4=CC=CC=C4N3)(C5=C(C=C6C(=C5)C78CCN9C7C(C=CC9)(C(C(C8N6C=O)(C(=O)OC)O)OC(=O)C)CC)OC)C(=O)OC)O.OS(=O)(=O)O. Drug 2: CC1=C(C(=CC=C1)Cl)NC(=O)C2=CN=C(S2)NC3=CC(=NC(=N3)C)N4CCN(CC4)CCO. Cell line: IGROV1. Synergy scores: CSS=21.1, Synergy_ZIP=-0.740, Synergy_Bliss=1.23, Synergy_Loewe=-2.76, Synergy_HSA=3.66. (2) Drug 1: C1=CC(=C2C(=C1NCCNCCO)C(=O)C3=C(C=CC(=C3C2=O)O)O)NCCNCCO. Drug 2: COC1=C2C(=CC3=C1OC=C3)C=CC(=O)O2. Cell line: NCI-H460. Synergy scores: CSS=46.6, Synergy_ZIP=5.07, Synergy_Bliss=1.93, Synergy_Loewe=-28.5, Synergy_HSA=1.30. (3) Drug 1: CC=C1C(=O)NC(C(=O)OC2CC(=O)NC(C(=O)NC(CSSCCC=C2)C(=O)N1)C(C)C)C(C)C. Drug 2: CC(C)CN1C=NC2=C1C3=CC=CC=C3N=C2N. Cell line: NCI-H522. Synergy scores: CSS=38.4, Synergy_ZIP=-0.174, Synergy_Bliss=-3.00, Synergy_Loewe=-34.7, Synergy_HSA=-3.68.